This data is from Full USPTO retrosynthesis dataset with 1.9M reactions from patents (1976-2016). The task is: Predict the reactants needed to synthesize the given product. (1) Given the product [F:1][C:2]1[CH:7]=[CH:6][C:5]([S:8]([NH:18][CH:19]([CH2:22][CH3:23])[CH2:20][CH3:21])(=[O:10])=[O:9])=[CH:4][CH:3]=1, predict the reactants needed to synthesize it. The reactants are: [F:1][C:2]1[CH:7]=[CH:6][C:5]([S:8](Cl)(=[O:10])=[O:9])=[CH:4][CH:3]=1.N1C=CC=CC=1.[NH2:18][CH:19]([CH2:22][CH3:23])[CH2:20][CH3:21].O. (2) The reactants are: C([O:5][C:6](=[O:35])[CH:7]([CH:32]1[CH2:34][CH2:33]1)[CH2:8][NH:9][C:10]([C:12]1[N:13]=[C:14]([C:30]#[N:31])[C:15]2[C:20]([C:21]=1[OH:22])=[CH:19][CH:18]=[C:17]([O:23][C:24]1[CH:29]=[CH:28][CH:27]=[CH:26][CH:25]=1)[CH:16]=2)=[O:11])(C)(C)C.C(O)(C(F)(F)F)=O. Given the product [C:30]([C:14]1[C:15]2[C:20](=[CH:19][CH:18]=[C:17]([O:23][C:24]3[CH:25]=[CH:26][CH:27]=[CH:28][CH:29]=3)[CH:16]=2)[C:21]([OH:22])=[C:12]([C:10]([NH:9][CH2:8][CH:7]([CH:32]2[CH2:34][CH2:33]2)[C:6]([OH:35])=[O:5])=[O:11])[N:13]=1)#[N:31], predict the reactants needed to synthesize it. (3) Given the product [NH2:1][C:2]1[O:6][N:5]=[C:4]([C:7]2[CH:12]=[CH:11][C:10]([O:13][C:14]([F:17])([F:15])[F:16])=[CH:9][CH:8]=2)[C:3]=1[C:18]([N:44]1[CH2:43][CH2:42][N:41]([C:37]2[CH:38]=[CH:39][CH:40]=[C:35]([C:34]([F:47])([F:48])[F:33])[CH:36]=2)[CH2:46][CH2:45]1)=[O:20], predict the reactants needed to synthesize it. The reactants are: [NH2:1][C:2]1[O:6][N:5]=[C:4]([C:7]2[CH:12]=[CH:11][C:10]([O:13][C:14]([F:17])([F:16])[F:15])=[CH:9][CH:8]=2)[C:3]=1[C:18]([OH:20])=O.Cl.C(N=C=NCCCN(C)C)C.[F:33][C:34]([F:48])([F:47])[C:35]1[CH:36]=[C:37]([N:41]2[CH2:46][CH2:45][NH:44][CH2:43][CH2:42]2)[CH:38]=[CH:39][CH:40]=1. (4) Given the product [CH2:24]([NH:23][C:19]1[N:18]=[C:17]([O:16][C:13]2[CH:14]=[CH:15][C:7]3[CH:6]([CH2:5][C:4]([OH:31])=[O:3])[O:10][B:9]([OH:11])[C:8]=3[CH:12]=2)[CH:22]=[CH:21][N:20]=1)[C:25]1[CH:26]=[CH:27][CH:28]=[CH:29][CH:30]=1, predict the reactants needed to synthesize it. The reactants are: C([O:3][C:4](=[O:31])[CH2:5][CH:6]1[O:10][B:9]([OH:11])[C:8]2[CH:12]=[C:13]([O:16][C:17]3[CH:22]=[CH:21][N:20]=[C:19]([NH:23][CH2:24][C:25]4[CH:30]=[CH:29][CH:28]=[CH:27][CH:26]=4)[N:18]=3)[CH:14]=[CH:15][C:7]1=2)C.[OH-].[Li+]. (5) Given the product [O:2]=[C:3]1[NH:19][C:18]2[CH:17]=[C:12]([C:13]([O:15][CH3:16])=[O:14])[CH:11]=[N:10][C:9]=2[N:6]2[CH2:7][CH2:8][C@@H:5]12, predict the reactants needed to synthesize it. The reactants are: C[O:2][C:3]([C@@H:5]1[CH2:8][CH2:7][N:6]1[C:9]1[C:18]([N+:19]([O-])=O)=[CH:17][C:12]([C:13]([O:15][CH3:16])=[O:14])=[CH:11][N:10]=1)=O.P(OC1C=CC=CC=1)(OC1C=CC=CC=1)OC1C=CC=CC=1.